This data is from Forward reaction prediction with 1.9M reactions from USPTO patents (1976-2016). The task is: Predict the product of the given reaction. Given the reactants [CH3:1][O:2][C:3]1[CH:24]=[CH:23][C:6]([CH2:7][O:8][C:9]2[C:18](=[O:19])[C:17]3[C:12](=[C:13]([C:20]#[N:21])[CH:14]=[CH:15][CH:16]=3)[N:11]([CH3:22])[CH:10]=2)=[CH:5][CH:4]=1.[OH-:25].[Na+], predict the reaction product. The product is: [CH3:1][O:2][C:3]1[CH:4]=[CH:5][C:6]([CH2:7][O:8][C:9]2[C:18](=[O:19])[C:17]3[C:12](=[C:13]([C:20]([NH2:21])=[O:25])[CH:14]=[CH:15][CH:16]=3)[N:11]([CH3:22])[CH:10]=2)=[CH:23][CH:24]=1.